From a dataset of Plasma protein binding rate (PPBR) regression data from AstraZeneca. Regression/Classification. Given a drug SMILES string, predict its absorption, distribution, metabolism, or excretion properties. Task type varies by dataset: regression for continuous measurements (e.g., permeability, clearance, half-life) or binary classification for categorical outcomes (e.g., BBB penetration, CYP inhibition). For this dataset (ppbr_az), we predict Y. (1) The compound is CC(C)(C)c1ccc2c(c1)CC[C@H]2NC(=O)Nc1cccc2[nH]ncc12. The Y is 99.8 %. (2) The drug is CC(NC(=O)c1cc(O)nc2ccccc12)c1ccccc1. The Y is 64.0 %. (3) The drug is CCOc1cc2ncc(C(N)=O)c(Nc3cc(F)ccc3F)c2cc1N1CCN(C)CC1. The Y is 92.6 %. (4) The compound is O=C(Nc1ccc(Cl)c(C(=O)Nc2cncs2)c1)c1cccc(C(F)(F)F)c1. The Y is 99.6 %.